Task: Binary Classification. Given a drug SMILES string, predict its activity (active/inactive) in a high-throughput screening assay against a specified biological target.. Dataset: Kir2.1 potassium channel HTS with 301,493 compounds (1) The molecule is S(=O)(=O)(N1CC[NH+](CC1)CCO)c1sc(c(c1C(OC)=O)C)C(OC)=O. The result is 0 (inactive). (2) The compound is O(C1CCOC1=O)C(=O)c1c2CCCCc2nc2c1cc(cc2)C. The result is 0 (inactive). (3) The drug is O(C(=O)c1c(NC)cccc1)C. The result is 0 (inactive). (4) The drug is ClC(C1Oc2c(C1)cc1c(oc(=O)cc1)c2)(C)C. The result is 0 (inactive).